From a dataset of Forward reaction prediction with 1.9M reactions from USPTO patents (1976-2016). Predict the product of the given reaction. Given the reactants Cl.[CH:2]1([CH2:5][O:6][C:7]2[CH:12]=[CH:11][C:10]([F:13])=[CH:9][C:8]=2[C:14]2[C:15]3[NH:22][C:21]([CH3:23])=[C:20]([C:24]([NH:26][C@@H:27]4[CH2:32][CH2:31][NH:30][CH2:29][C@H:28]4[OH:33])=[O:25])[C:16]=3[N:17]=[CH:18][N:19]=2)[CH2:4][CH2:3]1.[C:34](Cl)(=[O:37])[CH2:35][CH3:36], predict the reaction product. The product is: [CH:2]1([CH2:5][O:6][C:7]2[CH:12]=[CH:11][C:10]([F:13])=[CH:9][C:8]=2[C:14]2[C:15]3[NH:22][C:21]([CH3:23])=[C:20]([C:24]([NH:26][C@@H:27]4[CH2:32][CH2:31][N:30]([C:34](=[O:37])[CH2:35][CH3:36])[CH2:29][C@H:28]4[OH:33])=[O:25])[C:16]=3[N:17]=[CH:18][N:19]=2)[CH2:4][CH2:3]1.